From a dataset of Forward reaction prediction with 1.9M reactions from USPTO patents (1976-2016). Predict the product of the given reaction. The product is: [C:8]([NH:16][C:17]1[CH:29]=[C:28]([O:30][C:31]2[CH:32]=[C:33]([F:38])[CH:34]=[C:35]([F:37])[CH:36]=2)[CH:27]=[CH:26][C:18]=1[C:19]([OH:21])=[O:20])(=[O:15])[C:9]1[CH:10]=[CH:11][CH:12]=[CH:13][CH:14]=1. Given the reactants FC(F)(F)C(O)=O.[C:8]([NH:16][C:17]1[CH:29]=[C:28]([O:30][C:31]2[CH:36]=[C:35]([F:37])[CH:34]=[C:33]([F:38])[CH:32]=2)[CH:27]=[CH:26][C:18]=1[C:19]([O:21]C(C)(C)C)=[O:20])(=[O:15])[C:9]1[CH:14]=[CH:13][CH:12]=[CH:11][CH:10]=1, predict the reaction product.